This data is from Forward reaction prediction with 1.9M reactions from USPTO patents (1976-2016). The task is: Predict the product of the given reaction. (1) Given the reactants Br[C:2]1[CH:3]=[C:4]([CH2:8][N:9]2[CH2:14][CH2:13][N:12]([C:15]([O:17][C:18]([CH3:21])([CH3:20])[CH3:19])=[O:16])[CH2:11][CH2:10]2)[CH:5]=[CH:6][CH:7]=1.C([Li])CCC.C[O:28][B:29](OC)[O:30]C, predict the reaction product. The product is: [CH3:19][C:18]([O:17][C:15]([N:12]1[CH2:13][CH2:14][N:9]([CH2:8][C:4]2[CH:3]=[C:2]([B:29]([OH:30])[OH:28])[CH:7]=[CH:6][CH:5]=2)[CH2:10][CH2:11]1)=[O:16])([CH3:21])[CH3:20]. (2) Given the reactants F[C:2]1[CH:3]=[C:4]([CH:17]=[CH:18][C:19]=1[N+:20]([O-:22])=[O:21])[CH2:5][O:6][Si:7]([CH:14]([CH3:16])[CH3:15])([CH:11]([CH3:13])[CH3:12])[CH:8]([CH3:10])[CH3:9].[N+](C1C=NC=CC=1[NH:32][C@@H:33]1[CH2:38][CH2:37][C@H:36]([C:39]([O:41][CH3:42])=[O:40])[CH2:35][CH2:34]1)([O-])=O, predict the reaction product. The product is: [N+:20]([C:19]1[CH:18]=[CH:17][C:4]([CH2:5][O:6][Si:7]([CH:14]([CH3:16])[CH3:15])([CH:11]([CH3:13])[CH3:12])[CH:8]([CH3:10])[CH3:9])=[CH:3][C:2]=1[NH:32][C@@H:33]1[CH2:34][CH2:35][C@H:36]([C:39]([O:41][CH3:42])=[O:40])[CH2:37][CH2:38]1)([O-:22])=[O:21]. (3) Given the reactants [F:1][C:2]1[CH:7]=[CH:6][C:5]([S:8]([N:11]2[CH2:16][CH2:15][S:14][C:13]3[CH:17]=[CH:18][C:19]([C:21]([O:23]C)=[O:22])=[CH:20][C:12]2=3)(=[O:10])=[O:9])=[CH:4][CH:3]=1.[Li+].[OH-], predict the reaction product. The product is: [F:1][C:2]1[CH:7]=[CH:6][C:5]([S:8]([N:11]2[CH2:16][CH2:15][S:14][C:13]3[CH:17]=[CH:18][C:19]([C:21]([OH:23])=[O:22])=[CH:20][C:12]2=3)(=[O:9])=[O:10])=[CH:4][CH:3]=1.